Dataset: Forward reaction prediction with 1.9M reactions from USPTO patents (1976-2016). Task: Predict the product of the given reaction. (1) Given the reactants [C:1]([O:5][C:6]([C@H:8]1[CH2:12][CH2:11][CH2:10][NH:9]1)=[O:7])([CH3:4])([CH3:3])[CH3:2].C(N(CC)CC)C.Cl[C:21]([O:23][CH2:24][CH3:25])=[O:22], predict the reaction product. The product is: [CH2:24]([O:23][C:21]([N:9]1[CH2:10][CH2:11][CH2:12][C@@H:8]1[C:6]([O:5][C:1]([CH3:4])([CH3:2])[CH3:3])=[O:7])=[O:22])[CH3:25]. (2) The product is: [Cl:1][C:2]1[CH:10]=[CH:9][CH:8]=[CH:7][C:3]=1[C:4]([NH:19][CH2:18][CH:17]([C:11]1[CH:12]=[CH:13][CH:14]=[CH:15][CH:16]=1)[C:20]1[CH:21]=[N:22][C:23]([C:26]([F:29])([F:27])[F:28])=[CH:24][CH:25]=1)=[O:6]. Given the reactants [Cl:1][C:2]1[CH:10]=[CH:9][CH:8]=[CH:7][C:3]=1[C:4]([OH:6])=O.[C:11]1([CH:17]([C:20]2[CH:21]=[N:22][C:23]([C:26]([F:29])([F:28])[F:27])=[CH:24][CH:25]=2)[CH2:18][NH2:19])[CH:16]=[CH:15][CH:14]=[CH:13][CH:12]=1, predict the reaction product. (3) Given the reactants [NH2:1][C:2]1[CH:7]=[CH:6][C:5]([O:8][CH3:9])=[CH:4][N:3]=1.[NH2:10][C:11]1[CH:16]=[CH:15][C:14](I)=[CH:13][N:12]=1.C[O-].[Na+], predict the reaction product. The product is: [CH3:9][O:8][C:5]1[CH:6]=[CH:7][C:2]([NH:1][C:13]2[C:14]3[C:15](=[CH:4][CH:5]=[CH:6][CH:7]=3)[N:10]=[C:11]([CH3:16])[N:12]=2)=[N:3][CH:4]=1. (4) Given the reactants Br[C:2]1[N:7]=[C:6]([C:8]#[N:9])[CH:5]=[CH:4][C:3]=1[O:10][CH3:11].[B-](F)(F)(F)[CH:13]=[CH2:14].[K+].C1(P(C2CCCCC2)C2CCCCC2)CCCCC1.P([O-])([O-])([O-])=O.[K+].[K+].[K+], predict the reaction product. The product is: [CH3:11][O:10][C:3]1[CH:4]=[CH:5][C:6]([C:8]#[N:9])=[N:7][C:2]=1[CH:13]=[CH2:14].